From a dataset of Reaction yield outcomes from USPTO patents with 853,638 reactions. Predict the reaction yield, written as a fraction of the theoretical maximum amount of product (1.0 means a 100% yield; for example, 0.34 means a 34% yield). (1) The reactants are [CH3:1][CH:2]([C:4](=O)[CH2:5][CH2:6][CH3:7])[CH3:3].[NH2:9][OH:10]. The catalyst is C(OC(C)C)(=O)C. The product is [CH3:1][CH:2]([C:4](=[N:9][OH:10])[CH2:5][CH2:6][CH3:7])[CH3:3]. The yield is 0.939. (2) The reactants are [N+:1]([C:4]1[CH:9]=[CH:8][C:7]([OH:10])=[CH:6][CH:5]=1)([O-:3])=[O:2].O.O.[Sn](Cl)Cl.[Br:16][C:17]1[CH:18]=[C:19]([CH2:45][C:46]([OH:48])=[O:47])[CH:20]=[C:21]([Br:44])[C:22]=1[O:23][C:24]1[CH:29]=[C:28]([CH:30]([CH3:32])[CH3:31])[C:27]([O:33][CH3:34])=[CH:26][C:25]=1[CH:35](O)[C:36]1[CH:41]=[CH:40][CH:39]=[C:38]([CH3:42])[CH:37]=1.O. The catalyst is C(Cl)Cl. The product is [Br:16][C:17]1[CH:18]=[C:19]([CH2:45][C:46]([OH:48])=[O:47])[CH:20]=[C:21]([Br:44])[C:22]=1[O:23][C:24]1[CH:29]=[C:28]([CH:30]([CH3:31])[CH3:32])[C:27]([O:33][CH3:34])=[CH:26][C:25]=1[CH:35]([C:36]1[CH:41]=[CH:40][CH:39]=[C:38]([CH3:42])[CH:37]=1)[O:10][C:7]1[CH:8]=[CH:9][C:4]([N+:1]([O-:3])=[O:2])=[CH:5][CH:6]=1. The yield is 0.150. (3) The reactants are [CH2:1]([N:8]1[CH:12]([CH3:13])[CH2:11][CH:10]([CH2:14][OH:15])[CH2:9]1)[C:2]1[CH:7]=[CH:6][CH:5]=[CH:4][CH:3]=1.C(N(CC)CC)C.[S:23](Cl)([C:26]1[CH:32]=[CH:31][C:29]([CH3:30])=[CH:28][CH:27]=1)(=[O:25])=[O:24].C(OCC)(=O)C.CCCCCC. The catalyst is ClCCl. The product is [CH3:30][C:29]1[CH:31]=[CH:32][C:26]([S:23]([O:15][CH2:14][CH:10]2[CH2:11][CH:12]([CH3:13])[N:8]([CH2:1][C:2]3[CH:7]=[CH:6][CH:5]=[CH:4][CH:3]=3)[CH2:9]2)(=[O:25])=[O:24])=[CH:27][CH:28]=1. The yield is 0.310.